From a dataset of Reaction yield outcomes from USPTO patents with 853,638 reactions. Predict the reaction yield, written as a fraction of the theoretical maximum amount of product (1.0 means a 100% yield; for example, 0.34 means a 34% yield). (1) The product is [CH3:1][N:2]([CH2:29][C:27]1[N:28]=[C:24]2[CH:23]=[CH:22][CH:21]=[C:20]([N:17]3[CH2:16][CH2:15][N:14]([CH3:13])[CH2:19][CH2:18]3)[N:25]2[CH:26]=1)[C@@H:3]1[C:8]2=[N:9][CH:10]=[CH:11][CH:12]=[C:7]2[O:6][CH2:5][CH2:4]1. The catalyst is ClCCCl.ClCCl. The reactants are [CH3:1][NH:2][C@@H:3]1[C:8]2=[N:9][CH:10]=[CH:11][CH:12]=[C:7]2[O:6][CH2:5][CH2:4]1.[CH3:13][N:14]1[CH2:19][CH2:18][N:17]([C:20]2[N:25]3[CH:26]=[C:27]([CH:29]=O)[N:28]=[C:24]3[CH:23]=[CH:22][CH:21]=2)[CH2:16][CH2:15]1.C(O)(=O)C.C(O[BH-](OC(=O)C)OC(=O)C)(=O)C.[Na+]. The yield is 0.110. (2) The reactants are [O:1]=[C:2]1[C:7]2[NH:8][C:9]3[CH:10]=[CH:11][CH:12]=[CH:13][C:14]=3[C:6]=2[N:5]=[C:4]([S:15][CH2:16][C:17]([OH:19])=O)[N:3]1[C:20]1[CH:25]=[CH:24][CH:23]=[CH:22][CH:21]=1.[C:26]([NH2:30])([CH3:29])([CH3:28])[CH3:27].C(N(CC)CC)C.CN(C(ON1N=NC2C=CC=NC1=2)=[N+](C)C)C.F[P-](F)(F)(F)(F)F. No catalyst specified. The product is [C:26]([NH:30][C:17](=[O:19])[CH2:16][S:15][C:4]1[N:3]([C:20]2[CH:25]=[CH:24][CH:23]=[CH:22][CH:21]=2)[C:2](=[O:1])[C:7]2[NH:8][C:9]3[CH:10]=[CH:11][CH:12]=[CH:13][C:14]=3[C:6]=2[N:5]=1)([CH3:29])([CH3:28])[CH3:27]. The yield is 0.397. (3) The reactants are [CH2:1]([NH:8][C:9]1[C:14]2=[C:15]([C:18]3[CH:23]=[CH:22][CH:21]=[CH:20][CH:19]=3)[CH:16]=[CH:17][N:13]2[N:12]=[C:11]([C:24]#N)[N:10]=1)[C:2]1[CH:7]=[CH:6][CH:5]=[CH:4][CH:3]=1.C([OH:30])(C)(C)C.CC(C)([O-])C.[K+].[OH2:37]. No catalyst specified. The product is [CH2:1]([NH:8][C:9]1[C:14]2=[C:15]([C:18]3[CH:23]=[CH:22][CH:21]=[CH:20][CH:19]=3)[CH:16]=[CH:17][N:13]2[N:12]=[C:11]([C:24]([OH:30])=[O:37])[N:10]=1)[C:2]1[CH:7]=[CH:6][CH:5]=[CH:4][CH:3]=1. The yield is 0.283. (4) The reactants are [C:1]([C:5]1[CH:6]=[C:7]([CH:25]=[O:26])[C:8]2[C:9](=[O:24])[N:10]([C:15]3[CH:20]=[CH:19][CH:18]=[C:17]([Cl:21])[C:16]=3[CH2:22][OH:23])[N:11]=[CH:12][C:13]=2[CH:14]=1)([CH3:4])([CH3:3])[CH3:2].ClC(Cl)C.[BH4-].[Na+].Cl. The catalyst is CO. The product is [C:1]([C:5]1[CH:14]=[C:13]2[C:8](=[C:7]([CH2:25][OH:26])[CH:6]=1)[C:9](=[O:24])[N:10]([C:15]1[CH:20]=[CH:19][CH:18]=[C:17]([Cl:21])[C:16]=1[CH2:22][OH:23])[N:11]=[CH:12]2)([CH3:4])([CH3:2])[CH3:3]. The yield is 0.264. (5) The reactants are C([O:3][C:4](=[O:30])[C:5]1[CH:10]=[CH:9][C:8]([O:11][C:12]2[CH:21]=[CH:20][C:19]3[C:14](=[CH:15][CH:16]=[C:17]([O:22][CH2:23][C:24]4[CH:29]=[CH:28][CH:27]=[CH:26][CH:25]=4)[CH:18]=3)[CH:13]=2)=[CH:7][CH:6]=1)C.[OH-].[Li+]. The catalyst is C1COCC1.CO. The product is [CH2:23]([O:22][C:17]1[CH:18]=[C:19]2[C:14](=[CH:15][CH:16]=1)[CH:13]=[C:12]([O:11][C:8]1[CH:7]=[CH:6][C:5]([C:4]([OH:30])=[O:3])=[CH:10][CH:9]=1)[CH:21]=[CH:20]2)[C:24]1[CH:25]=[CH:26][CH:27]=[CH:28][CH:29]=1. The yield is 0.880. (6) The reactants are Cl[C:2]1[CH:7]=[CH:6][CH:5]=[CH:4][CH:3]=1.[NH2:8][CH2:9][CH:10]1[CH2:15][CH2:14][NH:13][CH2:12][CH2:11]1.CC([O-])(C)C.[Na+]. The catalyst is O1CCOCC1. The product is [NH:13]1[CH2:14][CH2:15][CH:10]([CH2:9][NH:8][C:2]2[CH:7]=[CH:6][CH:5]=[CH:4][CH:3]=2)[CH2:11][CH2:12]1. The yield is 0.840. (7) The reactants are [BH4-].[Na+].[NH2:3][C:4]1[C:8]([C:9]#[N:10])=[C:7]([NH:11][C:12]2[CH:17]=[CH:16][CH:15]=[CH:14][CH:13]=2)[S:6][N:5]=1.O.O.O.C([O-])(=O)C.[Na+].[CH:26](=O)[C:27]1[CH:32]=[CH:31][CH:30]=[CH:29][CH:28]=1. The catalyst is C(O)(=O)C.O.C(O)C.C(OCC)(=O)C. The product is [CH2:26]([NH:3][C:4]1[C:8]([C:9]#[N:10])=[C:7]([NH:11][C:12]2[CH:13]=[CH:14][CH:15]=[CH:16][CH:17]=2)[S:6][N:5]=1)[C:27]1[CH:32]=[CH:31][CH:30]=[CH:29][CH:28]=1. The yield is 0.650.